The task is: Predict the product of the given reaction.. This data is from Forward reaction prediction with 1.9M reactions from USPTO patents (1976-2016). (1) Given the reactants [Br:1][C:2]1[CH:9]=[C:8]([Cl:10])[CH:7]=[C:6]([F:11])[C:3]=1[CH:4]=O.[OH2:12].O[NH2:14].O, predict the reaction product. The product is: [Br:1][C:2]1[CH:9]=[C:8]([Cl:10])[CH:7]=[C:6]([F:11])[C:3]=1[CH:4]=[N:14][OH:12]. (2) The product is: [CH:40]([Si:33]([CH:34]([CH3:36])[CH3:35])([CH:37]([CH3:39])[CH3:38])[O:32][CH2:31][CH:28]1[CH2:29][CH2:30][N:25]([C:22]2[N:20]3[CH:21]=[C:16]([O:12][C@H:5]4[C:6]5[C:11](=[CH:10][CH:9]=[CH:8][CH:7]=5)[C@@H:2]([NH2:1])[CH2:3][CH2:4]4)[CH:17]=[CH:18][C:19]3=[N:24][N:23]=2)[CH2:26][CH2:27]1)([CH3:41])[CH3:42]. Given the reactants [NH2:1][C@@H:2]1[C:11]2[C:6](=[CH:7][CH:8]=[CH:9][CH:10]=2)[C@H:5]([OH:12])[CH2:4][CH2:3]1.[H-].[Na+].F[C:16]1[CH:17]=[CH:18][C:19]2[N:20]([C:22]([N:25]3[CH2:30][CH2:29][CH:28]([CH2:31][O:32][Si:33]([CH:40]([CH3:42])[CH3:41])([CH:37]([CH3:39])[CH3:38])[CH:34]([CH3:36])[CH3:35])[CH2:27][CH2:26]3)=[N:23][N:24]=2)[CH:21]=1, predict the reaction product. (3) Given the reactants [CH3:1][C:2]1[C:6]([CH2:7][N:8]2[CH:12]=[C:11]([N:13]3[C:17](=[O:18])[C:16]([CH3:20])([CH3:19])[NH:15][C:14]3=[O:21])[CH:10]=[N:9]2)=[C:5]([CH3:22])[O:4][N:3]=1.Br[CH2:24][C:25]1[CH:30]=[CH:29][CH:28]=[CH:27][C:26]=1[O:31][CH3:32], predict the reaction product. The product is: [CH3:1][C:2]1[C:6]([CH2:7][N:8]2[CH:12]=[C:11]([N:13]3[C:17](=[O:18])[C:16]([CH3:19])([CH3:20])[N:15]([CH2:24][C:25]4[CH:30]=[CH:29][CH:28]=[CH:27][C:26]=4[O:31][CH3:32])[C:14]3=[O:21])[CH:10]=[N:9]2)=[C:5]([CH3:22])[O:4][N:3]=1. (4) Given the reactants [CH:1]([C:4]1[N:8]2[CH:9]=[C:10]([C:13]#[CH:14])[CH:11]=[CH:12][C:7]2=[N:6][N:5]=1)([CH3:3])[CH3:2].CN(CCN(C)C)C.Br[C:24]1[CH:29]=[CH:28][CH:27]=[C:26]([CH3:30])[N:25]=1, predict the reaction product. The product is: [CH:1]([C:4]1[N:8]2[CH:9]=[C:10]([C:13]#[C:14][C:24]3[CH:29]=[CH:28][CH:27]=[C:26]([CH3:30])[N:25]=3)[CH:11]=[CH:12][C:7]2=[N:6][N:5]=1)([CH3:3])[CH3:2].